Dataset: NCI-60 drug combinations with 297,098 pairs across 59 cell lines. Task: Regression. Given two drug SMILES strings and cell line genomic features, predict the synergy score measuring deviation from expected non-interaction effect. (1) Drug 1: C1=CC(=CC=C1C#N)C(C2=CC=C(C=C2)C#N)N3C=NC=N3. Drug 2: C(=O)(N)NO. Cell line: SF-268. Synergy scores: CSS=7.53, Synergy_ZIP=-1.15, Synergy_Bliss=-0.620, Synergy_Loewe=3.67, Synergy_HSA=-0.471. (2) Drug 1: CC1=C(C=C(C=C1)NC2=NC=CC(=N2)N(C)C3=CC4=NN(C(=C4C=C3)C)C)S(=O)(=O)N.Cl. Drug 2: CCC1=CC2CC(C3=C(CN(C2)C1)C4=CC=CC=C4N3)(C5=C(C=C6C(=C5)C78CCN9C7C(C=CC9)(C(C(C8N6C)(C(=O)OC)O)OC(=O)C)CC)OC)C(=O)OC.C(C(C(=O)O)O)(C(=O)O)O. Cell line: DU-145. Synergy scores: CSS=55.4, Synergy_ZIP=-1.42, Synergy_Bliss=-1.99, Synergy_Loewe=-38.7, Synergy_HSA=-3.00. (3) Drug 1: C1=C(C(=O)NC(=O)N1)N(CCCl)CCCl. Drug 2: CC12CCC3C(C1CCC2OP(=O)(O)O)CCC4=C3C=CC(=C4)OC(=O)N(CCCl)CCCl.[Na+]. Cell line: OVCAR-8. Synergy scores: CSS=4.31, Synergy_ZIP=-9.47, Synergy_Bliss=-10.2, Synergy_Loewe=-27.4, Synergy_HSA=-9.86. (4) Drug 1: C1=CC(=CC=C1CCCC(=O)O)N(CCCl)CCCl. Drug 2: CC1CCCC2(C(O2)CC(NC(=O)CC(C(C(=O)C(C1O)C)(C)C)O)C(=CC3=CSC(=N3)C)C)C. Cell line: SK-OV-3. Synergy scores: CSS=12.3, Synergy_ZIP=-5.19, Synergy_Bliss=-5.61, Synergy_Loewe=-4.62, Synergy_HSA=-4.47. (5) Drug 1: CN1CCC(CC1)COC2=C(C=C3C(=C2)N=CN=C3NC4=C(C=C(C=C4)Br)F)OC. Drug 2: CS(=O)(=O)CCNCC1=CC=C(O1)C2=CC3=C(C=C2)N=CN=C3NC4=CC(=C(C=C4)OCC5=CC(=CC=C5)F)Cl. Cell line: MCF7. Synergy scores: CSS=7.71, Synergy_ZIP=-0.411, Synergy_Bliss=4.18, Synergy_Loewe=-0.265, Synergy_HSA=2.32.